From a dataset of Peptide-MHC class II binding affinity with 134,281 pairs from IEDB. Regression. Given a peptide amino acid sequence and an MHC pseudo amino acid sequence, predict their binding affinity value. This is MHC class II binding data. (1) The binding affinity (normalized) is 0.721. The peptide sequence is VDAAFKVAATAANAAPANDK. The MHC is HLA-DQA10102-DQB10602 with pseudo-sequence HLA-DQA10102-DQB10602. (2) The peptide sequence is DSNYKLAVDGLLSKV. The binding affinity (normalized) is 0.169. The MHC is DRB1_1201 with pseudo-sequence DRB1_1201.